The task is: Regression/Classification. Given a drug SMILES string, predict its absorption, distribution, metabolism, or excretion properties. Task type varies by dataset: regression for continuous measurements (e.g., permeability, clearance, half-life) or binary classification for categorical outcomes (e.g., BBB penetration, CYP inhibition). Dataset: cyp1a2_veith.. This data is from CYP1A2 inhibition data for predicting drug metabolism from PubChem BioAssay. The compound is CC(=O)N[C@@H](CC(C)C)C(=O)O. The result is 0 (non-inhibitor).